Task: Predict the reactants needed to synthesize the given product.. Dataset: Full USPTO retrosynthesis dataset with 1.9M reactions from patents (1976-2016) (1) The reactants are: [CH3:1][C:2]1[CH:7]=[C:6]([OH:8])[C:5]([CH3:9])=[CH:4][C:3]=1[C:10]1[CH2:15][CH:14]([C:16]2[CH:21]=[C:20]([CH3:22])[C:19]([OH:23])=[CH:18][C:17]=2[CH3:24])[CH2:13][CH2:12][CH:11]=1.CC(C1C=CC=CC=1)=C. Given the product [CH3:24][C:17]1[CH:18]=[C:19]([OH:23])[C:20]([CH3:22])=[CH:21][C:16]=1[C:14]1[CH:13]=[CH:12][CH:11]=[C:10]([C:3]2[CH:4]=[C:5]([CH3:9])[C:6]([OH:8])=[CH:7][C:2]=2[CH3:1])[CH:15]=1, predict the reactants needed to synthesize it. (2) Given the product [Cl:12][C:13]1[C:14]([CH3:23])=[C:15]([S:19]([NH:11][C:7]2[CH:6]=[CH:5][C:4]([CH2:3][O:2][CH3:1])=[C:9]([CH3:10])[N:8]=2)(=[O:21])=[O:20])[CH:16]=[CH:17][CH:18]=1, predict the reactants needed to synthesize it. The reactants are: [CH3:1][O:2][CH2:3][C:4]1[CH:5]=[CH:6][C:7]([NH2:11])=[N:8][C:9]=1[CH3:10].[Cl:12][C:13]1[C:14]([CH3:23])=[C:15]([S:19](Cl)(=[O:21])=[O:20])[CH:16]=[CH:17][CH:18]=1. (3) Given the product [CH3:32][C:33]1[CH:38]=[CH:37][N:36]=[C:35]([NH:39][C:2]2[C:10]3[O:9][CH2:8][C@@H:7]([N:11]([C:26](=[O:31])[C:27]([F:30])([F:29])[F:28])[C:12]4[CH:25]=[CH:24][C:15]5[C@H:16]([CH2:19][C:20]([O:22][CH3:23])=[O:21])[CH2:17][O:18][C:14]=5[CH:13]=4)[C:6]=3[CH:5]=[CH:4][CH:3]=2)[CH:34]=1.[CH3:32][C:33]1[CH:38]=[CH:37][N:36]=[C:35]([NH:39][C:2]2[C:10]3[O:9][CH2:8][C@@H:7]([NH:11][C:12]4[CH:25]=[CH:24][C:15]5[C@H:16]([CH2:19][C:20]([O:22][CH3:23])=[O:21])[CH2:17][O:18][C:14]=5[CH:13]=4)[C:6]=3[CH:5]=[CH:4][CH:3]=2)[CH:34]=1, predict the reactants needed to synthesize it. The reactants are: Br[C:2]1[C:10]2[O:9][CH2:8][C@@H:7]([N:11]([C:26](=[O:31])[C:27]([F:30])([F:29])[F:28])[C:12]3[CH:25]=[CH:24][C:15]4[C@H:16]([CH2:19][C:20]([O:22][CH3:23])=[O:21])[CH2:17][O:18][C:14]=4[CH:13]=3)[C:6]=2[CH:5]=[CH:4][CH:3]=1.[CH3:32][C:33]1[CH:38]=[CH:37][N:36]=[C:35]([NH2:39])[CH:34]=1.C(=O)([O-])[O-].[Cs+].[Cs+].C1(P(C2C=CC=CC=2)C2C3OC4C(=CC=CC=4P(C4C=CC=CC=4)C4C=CC=CC=4)C(C)(C)C=3C=CC=2)C=CC=CC=1. (4) Given the product [ClH:8].[Br:1][C:2]1[C:3]([NH:9][C:10]2[CH:15]=[CH:14][CH:13]=[CH:12][C:11]=2[NH:16][S:17]([CH3:20])(=[O:19])=[O:18])=[N:4][C:5]([NH:24][C:23]2[CH:25]=[CH:26][CH:27]=[CH:28][C:22]=2[OH:21])=[N:6][CH:7]=1, predict the reactants needed to synthesize it. The reactants are: [Br:1][C:2]1[C:3]([NH:9][C:10]2[CH:15]=[CH:14][CH:13]=[CH:12][C:11]=2[NH:16][S:17]([CH3:20])(=[O:19])=[O:18])=[N:4][C:5]([Cl:8])=[N:6][CH:7]=1.[OH:21][C:22]1[CH:28]=[CH:27][CH:26]=[CH:25][C:23]=1[NH2:24]. (5) Given the product [CH2:1]([O:4][N:5]=[C:6]1[CH2:10][NH:9][C@H:8]([C:18]([NH:36][C:32]2[CH:33]=[CH:34][C:35]3[N:23]([CH2:21][CH3:22])[C:24]4[C:29]([C:30]=3[CH:31]=2)=[CH:28][CH:27]=[CH:26][CH:25]=4)=[O:20])[CH2:7]1)[CH:2]=[CH2:3], predict the reactants needed to synthesize it. The reactants are: [CH2:1]([O:4][N:5]=[C:6]1[CH2:10][N:9](C(OC(C)(C)C)=O)[C@H:8]([C:18]([OH:20])=O)[CH2:7]1)[CH:2]=[CH2:3].[CH2:21]([N:23]1[C:35]2[CH:34]=[CH:33][C:32]([NH2:36])=[CH:31][C:30]=2[C:29]2[C:24]1=[CH:25][CH:26]=[CH:27][CH:28]=2)[CH3:22]. (6) Given the product [C:12]([O:11][N:9]1[CH2:10][C:4]2[C:5](=[N:6][CH:7]=[C:2]([C:49]3[CH:48]=[CH:47][CH:46]=[C:45]([CH:42]([CH3:44])[CH3:43])[CH:50]=3)[CH:3]=2)[C:8]1=[O:16])([CH3:15])([CH3:14])[CH3:13], predict the reactants needed to synthesize it. The reactants are: Br[C:2]1[CH:3]=[C:4]2[CH2:10][N:9]([O:11][C:12]([CH3:15])([CH3:14])[CH3:13])[C:8](=[O:16])[C:5]2=[N:6][CH:7]=1.ON(CCCC1C=CC=CC=1)C(C1C=C(N2CCCCC2)C=CN=1)=O.[CH:42]([C:45]1[CH:46]=[C:47](B(O)O)[CH:48]=[CH:49][CH:50]=1)([CH3:44])[CH3:43].C(=O)([O-])[O-].[Na+].[Na+]. (7) Given the product [Cl:1][C:2]1[CH:3]=[CH:4][C:5]([C@@H:8]([NH:16][C:40]([C:25]2([NH:24][C:22](=[O:23])[O:21][C:17]([CH3:19])([CH3:18])[CH3:20])[CH2:26][CH2:27][N:28]([C:31]3[C:32]4[CH:39]=[CH:38][NH:37][C:33]=4[N:34]=[CH:35][N:36]=3)[CH2:29][CH2:30]2)=[O:41])[CH2:9][CH2:10][N:11]([CH2:14][CH3:15])[CH2:12][CH3:13])=[CH:6][CH:7]=1, predict the reactants needed to synthesize it. The reactants are: [Cl:1][C:2]1[CH:7]=[CH:6][C:5]([C@@H:8]([NH2:16])[CH2:9][CH2:10][N:11]([CH2:14][CH3:15])[CH2:12][CH3:13])=[CH:4][CH:3]=1.[C:17]([O:21][C:22]([NH:24][C:25]1([C:40](O)=[O:41])[CH2:30][CH2:29][N:28]([C:31]2[C:32]3[CH:39]=[CH:38][NH:37][C:33]=3[N:34]=[CH:35][N:36]=2)[CH2:27][CH2:26]1)=[O:23])([CH3:20])([CH3:19])[CH3:18].CCN(C(C)C)C(C)C.F[P-](F)(F)(F)(F)F.N1(OC(N(C)C)=[N+](C)C)C2N=CC=CC=2N=N1.